Dataset: Catalyst prediction with 721,799 reactions and 888 catalyst types from USPTO. Task: Predict which catalyst facilitates the given reaction. (1) Reactant: Cl[CH:2]([C:15]1[CH:20]=[CH:19][CH:18]=[CH:17][CH:16]=1)[C:3]([C:5]1[C:13]2[C:8](=[CH:9][C:10]([F:14])=[CH:11][CH:12]=2)[NH:7][CH:6]=1)=[O:4].[CH3:21][O:22][C:23]1[CH:24]=[C:25]([CH:27]=[CH:28][CH:29]=1)[NH2:26].CCN(C(C)C)C(C)C.[I-].[Na+]. Product: [F:14][C:10]1[CH:9]=[C:8]2[C:13]([C:5]([C:3](=[O:4])[CH:2]([NH:26][C:25]3[CH:27]=[CH:28][CH:29]=[C:23]([O:22][CH3:21])[CH:24]=3)[C:15]3[CH:20]=[CH:19][CH:18]=[CH:17][CH:16]=3)=[CH:6][NH:7]2)=[CH:12][CH:11]=1. The catalyst class is: 887. (2) Reactant: [CH2:1]([O:8][C:9]1[CH:10]=[C:11]([CH2:17][CH2:18][NH:19][C:20](=O)/[CH:21]=[CH:22]/[C:23]2[C:31]3[O:30][CH:29]=[CH:28][C:27]=3[C:26]([O:32][CH3:33])=[CH:25][CH:24]=2)[CH:12]=[CH:13][C:14]=1[O:15][CH3:16])[C:2]1[CH:7]=[CH:6][CH:5]=[CH:4][CH:3]=1.O=P(Cl)(Cl)Cl.[BH4-].[Na+]. Product: [CH2:1]([O:8][C:9]1[CH:10]=[C:11]2[C:12](=[CH:13][C:14]=1[O:15][CH3:16])[CH:20](/[CH:21]=[CH:22]/[C:23]1[C:31]3[O:30][CH:29]=[CH:28][C:27]=3[C:26]([O:32][CH3:33])=[CH:25][CH:24]=1)[NH:19][CH2:18][CH2:17]2)[C:2]1[CH:7]=[CH:6][CH:5]=[CH:4][CH:3]=1. The catalyst class is: 10. (3) Reactant: Cl[C:2]1[CH:9]=[CH:8][C:5]([C:6]#[N:7])=[CH:4][N:3]=1.[CH:10]1([CH2:16][CH2:17][OH:18])[CH2:15][CH2:14][CH2:13][CH2:12][CH2:11]1.CC(C)([O-])C.[K+].O. Product: [CH:10]1([CH2:16][CH2:17][O:18][C:2]2[CH:9]=[CH:8][C:5]([C:6]#[N:7])=[CH:4][N:3]=2)[CH2:15][CH2:14][CH2:13][CH2:12][CH2:11]1. The catalyst class is: 3. (4) Reactant: [C:1]1([CH:7]([NH:14][C:15](=O)[C@@H:16]([NH:18][C:19](=[O:25])[O:20][C:21]([CH3:24])([CH3:23])[CH3:22])[CH3:17])[C:8]2[CH:13]=[CH:12][CH:11]=[CH:10][CH:9]=2)[CH:6]=[CH:5][CH:4]=[CH:3][CH:2]=1.CO. Product: [C:1]1([CH:7]([NH:14][CH2:15][C@@H:16]([NH:18][C:19](=[O:25])[O:20][C:21]([CH3:24])([CH3:23])[CH3:22])[CH3:17])[C:8]2[CH:13]=[CH:12][CH:11]=[CH:10][CH:9]=2)[CH:6]=[CH:5][CH:4]=[CH:3][CH:2]=1. The catalyst class is: 7.